Dataset: Catalyst prediction with 721,799 reactions and 888 catalyst types from USPTO. Task: Predict which catalyst facilitates the given reaction. (1) Reactant: [Cl:1][C:2]1[CH:10]=[C:9]([C:11]2[CH:16]=[CH:15][C:14](=[O:17])[N:13]([CH2:18][CH2:19][O:20][C:21]3[C:30]4[C:25](=[CH:26][C:27]([O:31][CH3:32])=[CH:28][CH:29]=4)[N:24]=[CH:23][CH:22]=3)[N:12]=2)[CH:8]=[CH:7][C:3]=1[C:4](O)=[O:5].CCN(C(C)C)C(C)C.CN(C(O[N:50]1N=[N:57][C:52]2C=CC=N[C:51]1=2)=[N+](C)C)C.F[P-](F)(F)(F)(F)F.C(N)CN. Product: [NH2:50][CH2:51][CH2:52][NH:57][C:4](=[O:5])[C:3]1[CH:7]=[CH:8][C:9]([C:11]2[CH:16]=[CH:15][C:14](=[O:17])[N:13]([CH2:18][CH2:19][O:20][C:21]3[C:30]4[C:25](=[CH:26][C:27]([O:31][CH3:32])=[CH:28][CH:29]=4)[N:24]=[CH:23][CH:22]=3)[N:12]=2)=[CH:10][C:2]=1[Cl:1]. The catalyst class is: 3. (2) The catalyst class is: 13. Product: [CH3:1][CH2:2][O:3][C:4]([C@@H:6]([NH:15][C@H:16]([C:18]([N:20]1[C@H:27]([C:28]([OH:30])=[O:29])[CH2:26][C@H:25]2[C@@H:21]1[CH2:22][CH2:23][CH2:24]2)=[O:19])[CH3:17])[CH2:7][CH2:8][C:9]1[CH:14]=[CH:13][CH:12]=[CH:11][CH:10]=1)=[O:5].[CH3:32][C:31]([NH2:35])([CH3:34])[CH3:33]. Reactant: [CH3:1][CH2:2][O:3][C:4]([C@@H:6]([NH:15][C@H:16]([C:18]([N:20]1[C@H:27]([C:28]([OH:30])=[O:29])[CH2:26][C@H:25]2[C@@H:21]1[CH2:22][CH2:23][CH2:24]2)=[O:19])[CH3:17])[CH2:7][CH2:8][C:9]1[CH:10]=[CH:11][CH:12]=[CH:13][CH:14]=1)=[O:5].[C:31]([NH2:35])([CH3:34])([CH3:33])[CH3:32].